This data is from Full USPTO retrosynthesis dataset with 1.9M reactions from patents (1976-2016). The task is: Predict the reactants needed to synthesize the given product. (1) Given the product [NH2:1][C:2]1[N:6]([C:7]2[CH:12]=[CH:11][CH:10]=[C:9]([N+:13]([O-:15])=[O:14])[CH:8]=2)[N:5]=[C:4]([CH2:16][CH3:17])[C:3]=1[C:18]([OH:20])=[O:19], predict the reactants needed to synthesize it. The reactants are: [NH2:1][C:2]1[N:6]([C:7]2[CH:12]=[CH:11][CH:10]=[C:9]([N+:13]([O-:15])=[O:14])[CH:8]=2)[N:5]=[C:4]([CH2:16][CH3:17])[C:3]=1[C:18]([O:20]CC)=[O:19].[OH-].[Na+].CC(O)=O.C(OCC)(=O)C. (2) Given the product [CH3:8][O:9][C:10]1[CH:18]=[CH:17][CH:16]=[C:12]2[C:13]([O:21][C:19](=[O:20])[C:11]=12)=[O:15], predict the reactants needed to synthesize it. The reactants are: C(OC(=O)C)(=O)C.[CH3:8][O:9][C:10]1[CH:18]=[CH:17][CH:16]=[C:12]([C:13]([OH:15])=O)[C:11]=1[C:19]([OH:21])=[O:20]. (3) Given the product [C:30]([CH2:29][C:14]([CH3:16])([CH3:15])[C:13]([O:18][CH2:19][C:20]1[CH:21]=[CH:22][C:23]([O:26][CH3:27])=[CH:24][CH:25]=1)=[O:17])#[N:31], predict the reactants needed to synthesize it. The reactants are: C(NC(C)C)(C)C.[Li]CCCC.[C:13]([O:18][CH2:19][C:20]1[CH:25]=[CH:24][C:23]([O:26][CH3:27])=[CH:22][CH:21]=1)(=[O:17])[CH:14]([CH3:16])[CH3:15].Br[CH2:29][C:30]#[N:31]. (4) Given the product [OH:21][C:4]1[N:33]([C:28]2[CH:29]=[CH:30][CH:31]=[CH:32][C:27]=2[N+:24]([O-:26])=[O:25])[C:34](=[O:35])[N:13]([CH2:14][C:15]2[CH:16]=[CH:17][CH:18]=[CH:19][CH:20]=2)[C:11](=[O:12])[C:5]=1[C:6]([O:8][CH2:9][CH3:10])=[O:7], predict the reactants needed to synthesize it. The reactants are: C(O[C:4](=[O:21])[CH:5]([C:11]([NH:13][CH2:14][C:15]1[CH:20]=[CH:19][CH:18]=[CH:17][CH:16]=1)=[O:12])[C:6]([O:8][CH2:9][CH3:10])=[O:7])C.[H-].[Na+].[N+:24]([C:27]1[CH:32]=[CH:31][CH:30]=[CH:29][C:28]=1[N:33]=[C:34]=[O:35])([O-:26])=[O:25].